From a dataset of Forward reaction prediction with 1.9M reactions from USPTO patents (1976-2016). Predict the product of the given reaction. (1) Given the reactants [C:1]([O:5][N:6]=[C:7]1[C:16]2[C:11](=[CH:12][C:13](Br)=[CH:14][CH:15]=2)[O:10][C:9]([C:18]2[N:19]=[CH:20][C:21]3[C:26]([CH:27]=2)=[CH:25][CH:24]=[CH:23][CH:22]=3)=[CH:8]1)([CH3:4])([CH3:3])[CH3:2].[CH2:28]([OH:31])[C:29]#[CH:30], predict the reaction product. The product is: [C:1]([O:5][N:6]=[C:7]1[C:16]2[C:11](=[CH:12][C:13]([C:30]#[C:29][CH2:28][OH:31])=[CH:14][CH:15]=2)[O:10][C:9]([C:18]2[N:19]=[CH:20][C:21]3[C:26]([CH:27]=2)=[CH:25][CH:24]=[CH:23][CH:22]=3)=[CH:8]1)([CH3:4])([CH3:3])[CH3:2]. (2) Given the reactants Br[C:2]1[C:7]([O:8][CH3:9])=[CH:6][C:5]([CH2:10][O:11][CH:12]2[CH2:15][CH2:14][CH2:13]2)=[CH:4][C:3]=1[O:16][CH3:17].C([Li])CCC.[B:23](OC)([O:26]C)[O:24]C.[Cl-].[NH4+], predict the reaction product. The product is: [CH:12]1([O:11][CH2:10][C:5]2[CH:6]=[C:7]([O:8][CH3:9])[C:2]([B:23]([OH:26])[OH:24])=[C:3]([O:16][CH3:17])[CH:4]=2)[CH2:15][CH2:14][CH2:13]1. (3) Given the reactants [C:1]([O:5][C:6](=[O:9])[CH:7]=[CH2:8])([CH3:4])([CH3:3])[CH3:2].[OH:10][CH2:11][CH2:12][O:13][CH2:14][CH2:15][O:16][CH2:17][CH2:18][OH:19], predict the reaction product. The product is: [C:1]([O:5][C:6](=[O:9])[CH2:7][CH2:8][O:10][CH2:11][CH2:12][O:13][CH2:14][CH2:15][O:16][CH2:17][CH2:18][OH:19])([CH3:4])([CH3:3])[CH3:2]. (4) Given the reactants [CH3:1][C:2](O)([CH3:28])[CH2:3][N:4]1[CH2:9][CH2:8][CH:7]([CH2:10][O:11][C:12]2[CH:17]=[CH:16][C:15]([C:18]3[CH:23]=[CH:22][C:21]([S:24]([CH3:27])(=[O:26])=[O:25])=[CH:20][CH:19]=3)=[CH:14][CH:13]=2)[CH2:6][CH2:5]1.COCCN(S(F)(F)[F:40])CCOC.C([O-])(O)=O.[Na+], predict the reaction product. The product is: [F:40][C:2]([CH3:28])([CH3:1])[CH2:3][N:4]1[CH2:9][CH2:8][CH:7]([CH2:10][O:11][C:12]2[CH:17]=[CH:16][C:15]([C:18]3[CH:23]=[CH:22][C:21]([S:24]([CH3:27])(=[O:26])=[O:25])=[CH:20][CH:19]=3)=[CH:14][CH:13]=2)[CH2:6][CH2:5]1. (5) Given the reactants [F:1][C:2]1[C:7]([F:8])=[CH:6][C:5]([C:9]2[CH:14]=[CH:13][C:12]([O:15][CH2:16][C:17]3[CH:18]=[CH:19][C:20]4[O:24][N:23]=[C:22]([N:25]([CH2:30][C:31]([OH:33])=[O:32])[CH2:26][CH2:27]OC)[C:21]=4[CH:34]=3)=[CH:11][CH:10]=2)=[C:4]([O:35][CH3:36])[CH:3]=1.C(OC(=O)CN(C1C2C=C(COC3C=CC(C4C=C(F)C(F)=CC=4OC)=CC=3)C=CC=2ON=1)CC)C, predict the reaction product. The product is: [F:1][C:2]1[C:7]([F:8])=[CH:6][C:5]([C:9]2[CH:10]=[CH:11][C:12]([O:15][CH2:16][C:17]3[CH:18]=[CH:19][C:20]4[O:24][N:23]=[C:22]([N:25]([CH2:30][C:31]([OH:33])=[O:32])[CH2:26][CH3:27])[C:21]=4[CH:34]=3)=[CH:13][CH:14]=2)=[C:4]([O:35][CH3:36])[CH:3]=1. (6) The product is: [Br:17][CH2:2][CH2:3][CH2:4][CH:5]1[N:11]2[C:12](=[O:15])[O:13][N:14]=[C:10]2[CH2:9][CH2:8][CH2:7][CH2:6]1. Given the reactants O[CH2:2][CH2:3][CH2:4][CH:5]1[N:11]2[C:12](=[O:15])[O:13][N:14]=[C:10]2[CH2:9][CH2:8][CH2:7][CH2:6]1.C(Br)(Br)(Br)[Br:17].C1(P(C2C=CC=CC=2)C2C=CC=CC=2)C=CC=CC=1, predict the reaction product. (7) The product is: [Br-:1].[C:11]([O:15][C:16]([NH:18][CH:19]([C:31]1[CH:36]=[CH:35][C:34]([Cl:37])=[CH:33][CH:32]=1)[C:20]([O:22][C@@H:23]1[CH:28]2[CH2:27][CH2:26][N+:25]([CH2:2][C:3](=[O:4])[C:5]3[CH:10]=[CH:9][CH:8]=[CH:7][CH:6]=3)([CH2:30][CH2:29]2)[CH2:24]1)=[O:21])=[O:17])([CH3:14])([CH3:12])[CH3:13]. Given the reactants [Br:1][CH2:2][C:3]([C:5]1[CH:10]=[CH:9][CH:8]=[CH:7][CH:6]=1)=[O:4].[C:11]([O:15][C:16]([NH:18][CH:19]([C:31]1[CH:36]=[CH:35][C:34]([Cl:37])=[CH:33][CH:32]=1)[C:20]([O:22][C@@H:23]1[CH:28]2[CH2:29][CH2:30][N:25]([CH2:26][CH2:27]2)[CH2:24]1)=[O:21])=[O:17])([CH3:14])([CH3:13])[CH3:12], predict the reaction product. (8) Given the reactants [NH2:1][C@@H:2]1[C:11]2[C:6](=[CH:7][CH:8]=[CH:9][CH:10]=2)[C@H:5]([OH:12])[CH2:4][CH2:3]1.[H-].[Na+].F[C:16]1[CH:17]=[CH:18][C:19]2[N:20]([C:22]([C@@H:25]3[CH2:29][CH2:28][CH2:27][N:26]3[CH3:30])=[N:23][N:24]=2)[CH:21]=1.[NH4+].[Cl-], predict the reaction product. The product is: [CH3:30][N:26]1[CH2:27][CH2:28][CH2:29][C@H:25]1[C:22]1[N:20]2[CH:21]=[C:16]([O:12][C@H:5]3[C:6]4[C:11](=[CH:10][CH:9]=[CH:8][CH:7]=4)[C@@H:2]([NH2:1])[CH2:3][CH2:4]3)[CH:17]=[CH:18][C:19]2=[N:24][N:23]=1. (9) Given the reactants CC1(C)[O:6][N:5]=[C:4]([C:7]2[CH:8]=[C:9]([C:28]#[N:29])[CH:10]=[C:11]([C:21]3[CH:26]=[CH:25][C:24]([OH:27])=[CH:23][CH:22]=3)[C:12]=2[C:13]2[CH:18]=[C:17]([F:19])[CH:16]=[C:15]([F:20])[CH:14]=2)[NH:3]1.Cl.C([O-])(O)=O.[Na+], predict the reaction product. The product is: [C:28]([C:9]1[CH:8]=[C:7]([C:4](=[N:5][OH:6])[NH2:3])[C:12]([C:13]2[CH:18]=[C:17]([F:19])[CH:16]=[C:15]([F:20])[CH:14]=2)=[C:11]([C:21]2[CH:26]=[CH:25][C:24]([OH:27])=[CH:23][CH:22]=2)[CH:10]=1)#[N:29]. (10) Given the reactants [CH2:1]([C@@:4]1([CH3:25])[CH2:9][C@H:8]([C:10]2[CH:15]=[CH:14][CH:13]=[C:12]([Cl:16])[CH:11]=2)[C@@H:7]([C:17]2[CH:22]=[CH:21][C:20]([Cl:23])=[CH:19][CH:18]=2)[NH:6][C:5]1=[O:24])[CH:2]=[CH2:3].[H-].[Na+], predict the reaction product. The product is: [CH2:1]([C@@:4]1([CH3:25])[CH2:9][C@H:8]([C:10]2[CH:15]=[CH:14][CH:13]=[C:12]([Cl:16])[CH:11]=2)[C@@H:7]([C:17]2[CH:22]=[CH:21][C:20]([Cl:23])=[CH:19][CH:18]=2)[N:6]([CH:1]([CH2:4][CH3:5])[CH2:2][CH3:3])[C:5]1=[O:24])[CH:2]=[CH2:3].